Dataset: Peptide-MHC class I binding affinity with 185,985 pairs from IEDB/IMGT. Task: Regression. Given a peptide amino acid sequence and an MHC pseudo amino acid sequence, predict their binding affinity value. This is MHC class I binding data. (1) The peptide sequence is RPSGDLRQR. The MHC is HLA-B27:05 with pseudo-sequence HLA-B27:05. The binding affinity (normalized) is 0.000159. (2) The peptide sequence is KTKDYVNGL. The MHC is HLA-B51:01 with pseudo-sequence HLA-B51:01. The binding affinity (normalized) is 0.294. (3) The peptide sequence is LVDAIDNIV. The MHC is HLA-A02:01 with pseudo-sequence HLA-A02:01. The binding affinity (normalized) is 0.667. (4) The MHC is HLA-B08:01 with pseudo-sequence HLA-B08:01. The binding affinity (normalized) is 0.310. The peptide sequence is EVRLATMLF. (5) The MHC is HLA-B44:03 with pseudo-sequence HLA-B44:03. The binding affinity (normalized) is 0.190. The peptide sequence is EELITDVEFL.